This data is from Catalyst prediction with 721,799 reactions and 888 catalyst types from USPTO. The task is: Predict which catalyst facilitates the given reaction. (1) Reactant: [CH3:1][O:2][C:3]([C:5]1([CH3:19])[C:10]([C:12]2[CH:17]=[CH:16][C:15]([Cl:18])=[CH:14][CH:13]=2)([OH:11])[CH2:9][CH2:8][NH:7][CH2:6]1)=[O:4].C([O-])([O-])=O.[K+].[K+].Br[CH2:27][CH2:28][CH:29]=[C:30]1[C:36]2[CH:37]=[CH:38][CH:39]=[N:40][C:35]=2[CH2:34][O:33][C:32]2[CH:41]=[CH:42][C:43]([C:45]([OH:48])([CH3:47])[CH3:46])=[CH:44][C:31]1=2. Product: [CH3:1][O:2][C:3]([C:5]1([CH3:19])[C:10]([C:12]2[CH:13]=[CH:14][C:15]([Cl:18])=[CH:16][CH:17]=2)([OH:11])[CH2:9][CH2:8][N:7]([CH2:27][CH2:28][CH:29]=[C:30]2[C:36]3[CH:37]=[CH:38][CH:39]=[N:40][C:35]=3[CH2:34][O:33][C:32]3[CH:41]=[CH:42][C:43]([C:45]([OH:48])([CH3:47])[CH3:46])=[CH:44][C:31]2=3)[CH2:6]1)=[O:4]. The catalyst class is: 47. (2) Reactant: [NH2:1][C:2]1[C:7]([CH:8]=[O:9])=[CH:6][CH:5]=[C:4]([CH2:10][O:11]C)[N:3]=1.ClCCl.B(Br)(Br)Br. Product: [NH2:1][C:2]1[C:7]([CH:8]=[O:9])=[CH:6][CH:5]=[C:4]([CH2:10][OH:11])[N:3]=1. The catalyst class is: 5. (3) Product: [Cl:1][C:2]1[CH:3]=[C:4]([C:9]2[CH:10]=[C:11]([C:12]3[CH:17]=[CH:16][C:15]([O:18][CH3:19])=[CH:14][CH:13]=3)[NH:22][N:21]=2)[CH:5]=[C:6]([Cl:8])[CH:7]=1. The catalyst class is: 3. Reactant: [Cl:1][C:2]1[CH:3]=[C:4]([C:9](=O)[C:10]#[C:11][C:12]2[CH:17]=[CH:16][C:15]([O:18][CH3:19])=[CH:14][CH:13]=2)[CH:5]=[C:6]([Cl:8])[CH:7]=1.[NH2:21][NH2:22]. (4) The catalyst class is: 39. Reactant: [F:1][C:2]1[CH:7]=[CH:6][C:5]([C:8]2[N:9]=[C:10]([CH2:13][C:14]#[N:15])[S:11][CH:12]=2)=[CH:4][CH:3]=1.C(=O)([O-])[O-].[K+].[K+].Cl[CH2:23][C:24]([O:27][CH2:28][CH2:29]Cl)([CH3:26])[CH3:25]. Product: [F:1][C:2]1[CH:3]=[CH:4][C:5]([C:8]2[N:9]=[C:10]([C:13]3([C:14]#[N:15])[CH2:29][CH2:28][O:27][C:24]([CH3:26])([CH3:25])[CH2:23]3)[S:11][CH:12]=2)=[CH:6][CH:7]=1. (5) Reactant: [OH:1][C:2]1[CH:9]=[CH:8][C:7]([N+:10]([O-:12])=[O:11])=[CH:6][C:3]=1[CH:4]=[O:5].[CH:13](I)([CH3:15])[CH3:14].C(=O)([O-])[O-].[K+].[K+]. Product: [CH:13]([O:1][C:2]1[CH:9]=[CH:8][C:7]([N+:10]([O-:12])=[O:11])=[CH:6][C:3]=1[CH:4]=[O:5])([CH3:15])[CH3:14]. The catalyst class is: 39. (6) Reactant: C(=O)(OCC)[O:2][C:3]1[CH:8]=[CH:7][C:6]([S:9]([N:12]2[C:21]3[C:16](=[CH:17][CH:18]=[C:19]([F:22])[CH:20]=3)[N:15]3[C:23]([C:26]#[N:27])=[CH:24][CH:25]=[C:14]3[CH:13]2[CH2:28][CH3:29])(=[O:11])=[O:10])=[CH:5][CH:4]=1.[OH-:34].[Na+]. Product: [CH2:28]([CH:13]1[N:12]([S:9]([C:6]2[CH:5]=[CH:4][C:3]([OH:2])=[CH:8][CH:7]=2)(=[O:11])=[O:10])[C:21]2[C:16](=[CH:17][CH:18]=[C:19]([F:22])[CH:20]=2)[N:15]2[C:23]([C:26]([NH2:27])=[O:34])=[CH:24][CH:25]=[C:14]12)[CH3:29]. The catalyst class is: 8. (7) Reactant: [CH3:1][C:2]1[CH:3]=[C:4]([O:13][C:14]2[CH:19]=[CH:18][N:17]=[CH:16][C:15]=2[NH2:20])[N:5]([C:7]2[CH:12]=[CH:11][CH:10]=[CH:9][CH:8]=2)[N:6]=1.[F:21][C:22]([F:34])([F:33])[O:23][C:24]1[CH:29]=[CH:28][C:27]([N:30]=[C:31]=[O:32])=[CH:26][CH:25]=1.C(N(CC)CC)C. The catalyst class is: 1. Product: [CH3:1][C:2]1[CH:3]=[C:4]([O:13][C:14]2[CH:19]=[CH:18][N:17]=[CH:16][C:15]=2[NH:20][C:31]([NH:30][C:27]2[CH:28]=[CH:29][C:24]([O:23][C:22]([F:21])([F:33])[F:34])=[CH:25][CH:26]=2)=[O:32])[N:5]([C:7]2[CH:8]=[CH:9][CH:10]=[CH:11][CH:12]=2)[N:6]=1. (8) Reactant: [Si]([O:8][CH2:9][C:10]1[N:15]=[C:14]([O:16][CH2:17][C@H:18]2[CH2:22][CH2:21][CH2:20][N:19]2[C:23]([O:25][C:26]([CH3:29])([CH3:28])[CH3:27])=[O:24])[CH:13]=[CH:12][CH:11]=1)(C(C)(C)C)(C)C.[F-].C([N+](CCCC)(CCCC)CCCC)CCC. Product: [OH:8][CH2:9][C:10]1[N:15]=[C:14]([O:16][CH2:17][C@H:18]2[CH2:22][CH2:21][CH2:20][N:19]2[C:23]([O:25][C:26]([CH3:29])([CH3:28])[CH3:27])=[O:24])[CH:13]=[CH:12][CH:11]=1. The catalyst class is: 1. (9) Reactant: C(OC(=O)[NH:7][CH2:8][CH2:9][CH:10]([NH:17][C:18]1[CH:23]=[CH:22][CH:21]=[C:20]([C:24]2[N:28]3[CH:29]=[CH:30][N:31]=[C:32]([N:33]4[CH2:38][CH2:37][N:36]([CH3:39])[CH2:35][CH2:34]4)[C:27]3=[N:26][CH:25]=2)[N:19]=1)[C:11]1[CH:16]=[CH:15][CH:14]=[CH:13][CH:12]=1)(C)(C)C. Product: [CH3:39][N:36]1[CH2:35][CH2:34][N:33]([C:32]2[C:27]3[N:28]([C:24]([C:20]4[N:19]=[C:18]([NH:17][CH:10]([C:11]5[CH:16]=[CH:15][CH:14]=[CH:13][CH:12]=5)[CH2:9][CH2:8][NH2:7])[CH:23]=[CH:22][CH:21]=4)=[CH:25][N:26]=3)[CH:29]=[CH:30][N:31]=2)[CH2:38][CH2:37]1. The catalyst class is: 361. (10) Reactant: [Cl:1][C:2]1[CH:7]=[CH:6][CH:5]=[CH:4][C:3]=1[N:8]1[C:12]([C:13]2[CH:18]=[CH:17][C:16]([OH:19])=[CH:15][CH:14]=2)=[CH:11][C:10]([C:20]([F:23])([F:22])[F:21])=[N:9]1.C([O-])([O-])=O.[Cs+].[Cs+].Cl[C:31]1[N:36]=[CH:35][CH:34]=[CH:33][N:32]=1. Product: [Cl:1][C:2]1[CH:7]=[CH:6][CH:5]=[CH:4][C:3]=1[N:8]1[C:12]([C:13]2[CH:14]=[CH:15][C:16]([O:19][C:31]3[N:36]=[CH:35][CH:34]=[CH:33][N:32]=3)=[CH:17][CH:18]=2)=[CH:11][C:10]([C:20]([F:23])([F:21])[F:22])=[N:9]1. The catalyst class is: 10.